This data is from NCI-60 drug combinations with 297,098 pairs across 59 cell lines. The task is: Regression. Given two drug SMILES strings and cell line genomic features, predict the synergy score measuring deviation from expected non-interaction effect. (1) Drug 1: CC12CCC3C(C1CCC2NC(=O)OCC(F)(F)F)CCC4C3(C=CC(=O)N4C)C. Drug 2: CC1C(C(CC(O1)OC2CC(CC3=C2C(=C4C(=C3O)C(=O)C5=C(C4=O)C(=CC=C5)OC)O)(C(=O)CO)O)N)O. Cell line: OVCAR3. Synergy scores: CSS=51.7, Synergy_ZIP=1.46, Synergy_Bliss=2.62, Synergy_Loewe=-34.0, Synergy_HSA=2.44. (2) Drug 1: CC1=C(C=C(C=C1)NC2=NC=CC(=N2)N(C)C3=CC4=NN(C(=C4C=C3)C)C)S(=O)(=O)N.Cl. Drug 2: CN1C2=C(C=C(C=C2)N(CCCl)CCCl)N=C1CCCC(=O)O.Cl. Cell line: SK-MEL-28. Synergy scores: CSS=-4.97, Synergy_ZIP=1.51, Synergy_Bliss=1.51, Synergy_Loewe=-2.00, Synergy_HSA=-1.60. (3) Drug 1: CC12CCC(CC1=CCC3C2CCC4(C3CC=C4C5=CN=CC=C5)C)O. Drug 2: CC1C(C(CC(O1)OC2CC(CC3=C2C(=C4C(=C3O)C(=O)C5=C(C4=O)C(=CC=C5)OC)O)(C(=O)CO)O)N)O.Cl. Cell line: ACHN. Synergy scores: CSS=42.4, Synergy_ZIP=2.46, Synergy_Bliss=3.78, Synergy_Loewe=-23.9, Synergy_HSA=3.86.